Task: Predict the product of the given reaction.. Dataset: Forward reaction prediction with 1.9M reactions from USPTO patents (1976-2016) (1) The product is: [C:37]([N:38]1[CH2:39][CH2:41][C@@H:44]([NH:20][S:17]([C:6]2[CH:7]=[C:8]([O:11][CH2:12][C:13]([F:15])([F:16])[F:14])[CH:9]=[CH:10][C:5]=2[O:4][CH2:3][C:2]([F:1])([F:33])[F:34])(=[O:18])=[O:19])[CH2:42]1)#[N:47]. Given the reactants [F:1][C:2]([F:34])([F:33])[CH2:3][O:4][C:5]1[CH:10]=[CH:9][C:8]([O:11][CH2:12][C:13]([F:16])([F:15])[F:14])=[CH:7][C:6]=1[S:17]([NH:20][C@@H]1CCN(C(OC(C)(C)C)=O)C1)(=[O:19])=[O:18].Cl.C[CH2:37][N:38]([CH:42]([CH3:44])C)[CH:39]([CH3:41])C.BrC#[N:47].C(O)C(N)(CO)CO, predict the reaction product. (2) Given the reactants [Cl:1][C:2]1[S:6][C:5]([C:7]([OH:9])=O)=[CH:4][CH:3]=1.[I:10][C:11]1[CH:16]=[CH:15][C:14]([N:17]2[CH:21]=[CH:20][C:19]([CH2:22][NH2:23])=[N:18]2)=[CH:13][CH:12]=1.F[P-](F)(F)(F)(F)F.N1(O[P+](N(C)C)(N(C)C)N(C)C)C2C=CC=CC=2N=N1.O, predict the reaction product. The product is: [Cl:1][C:2]1[S:6][C:5]([C:7]([NH:23][CH2:22][C:19]2[CH:20]=[CH:21][N:17]([C:14]3[CH:15]=[CH:16][C:11]([I:10])=[CH:12][CH:13]=3)[N:18]=2)=[O:9])=[CH:4][CH:3]=1.